From a dataset of Catalyst prediction with 721,799 reactions and 888 catalyst types from USPTO. Predict which catalyst facilitates the given reaction. (1) Reactant: C([N:8]1[CH:13]2[CH2:14][CH2:15][CH:9]1[CH2:10][C:11]([C:17]1[C:22]([Br:23])=[CH:21][N:20]=[CH:19][N:18]=1)([OH:16])[CH2:12]2)C1C=CC=CC=1.C([O-])=O.[NH4+]. Product: [Br:23][C:22]1[C:17]([C:11]2([OH:16])[CH2:12][CH:13]3[NH:8][CH:9]([CH2:15][CH2:14]3)[CH2:10]2)=[N:18][CH:19]=[N:20][CH:21]=1. The catalyst class is: 522. (2) Reactant: Cl[C:2]1[C:3]2[NH:10][C:9]([C:11]3[O:12][CH:13]=[CH:14][CH:15]=3)=[CH:8][C:4]=2[N:5]=[CH:6][N:7]=1.[Cl:16][C:17]1[CH:18]=[C:19]([CH:21]=[CH:22][C:23]=1[O:24][CH2:25][C:26]1[CH:31]=[CH:30][CH:29]=[CH:28][N:27]=1)[NH2:20].CN1CCCC1=O.C(=O)([O-])O.[Na+]. Product: [Cl:16][C:17]1[CH:18]=[C:19]([NH:20][C:2]2[C:3]3[NH:10][C:9]([C:11]4[O:12][CH:13]=[CH:14][CH:15]=4)=[CH:8][C:4]=3[N:5]=[CH:6][N:7]=2)[CH:21]=[CH:22][C:23]=1[O:24][CH2:25][C:26]1[CH:31]=[CH:30][CH:29]=[CH:28][N:27]=1. The catalyst class is: 6. (3) Reactant: C[C:2]1[C:7]([C:8]2[C:13]([C:14](OC)=[O:15])=CC=CC=2)=C[CH:5]=[CH:4][C:3]=1[C:18]1[C:23]([CH3:24])=[CH:22][CH:21]=[CH:20][C:19]=1[CH3:25].[H-].C([Al+]CC(C)C)C(C)C.C(C(C(C([O-])=O)O)O)([O-])=O.[Na+].[K+]. Product: [CH3:5][C:4]1[C:13]([CH2:14][OH:15])=[CH:8][CH:7]=[CH:2][C:3]=1[C:18]1[C:23]([CH3:24])=[CH:22][CH:21]=[CH:20][C:19]=1[CH3:25]. The catalyst class is: 426. (4) Reactant: [C:1]([C:4]1[CH:5]=[C:6](Br)[S:7][CH:8]=1)(=[O:3])[CH3:2].[C:10]1(B(O)O)[CH:15]=[CH:14][CH:13]=[CH:12][CH:11]=1.C([O-])([O-])=O.[K+].[K+].O. Product: [C:10]1([C:6]2[S:7][CH:8]=[C:4]([C:1](=[O:3])[CH3:2])[CH:5]=2)[CH:15]=[CH:14][CH:13]=[CH:12][CH:11]=1. The catalyst class is: 128. (5) Reactant: [Br:1][C:2]1[CH:3]=[C:4]2[C:9](=[CH:10][CH:11]=1)[C:8](=[O:12])[N:7]([CH2:13][C:14]1[CH:19]=[CH:18][C:17]([O:20][CH3:21])=[CH:16][CH:15]=1)[C:6](=O)[CH2:5]2.[BH4-].[Na+].Cl. Product: [Br:1][C:2]1[CH:3]=[C:4]2[C:9](=[CH:10][CH:11]=1)[C:8](=[O:12])[N:7]([CH2:13][C:14]1[CH:15]=[CH:16][C:17]([O:20][CH3:21])=[CH:18][CH:19]=1)[CH:6]=[CH:5]2. The catalyst class is: 98. (6) Reactant: [F:1][C:2]([F:15])([F:14])[C:3]1[S:7][C:6]2=[N:8][C:9]([CH2:11][CH2:12][OH:13])=[CH:10][N:5]2[N:4]=1.CCN(C(C)C)C(C)C.[CH3:25][S:26](Cl)(=[O:28])=[O:27].[NH4+].[Cl-]. Product: [CH3:25][S:26]([O:13][CH2:12][CH2:11][C:9]1[N:8]=[C:6]2[N:5]([CH:10]=1)[N:4]=[C:3]([C:2]([F:14])([F:1])[F:15])[S:7]2)(=[O:28])=[O:27]. The catalyst class is: 34.